This data is from Catalyst prediction with 721,799 reactions and 888 catalyst types from USPTO. The task is: Predict which catalyst facilitates the given reaction. (1) Reactant: [F-].[K+].O[C:4]1[CH:5]=[C:6]([CH:9]=[CH:10][C:11]=1[O:12][CH:13]([F:15])[F:14])[CH:7]=[O:8].FC1C=CC=CC=1[N+]([O-])=O.O. Product: [F:14][CH:13]([F:15])[O:12][C:11]1[CH:4]=[CH:5][C:6]([CH:7]=[O:8])=[CH:9][CH:10]=1. The catalyst class is: 16. (2) Reactant: [CH3:1][N:2]1[CH2:7][CH2:6][CH2:5][CH2:4][CH2:3]1.C1(=O)[CH2:13][CH2:12][C:11](=[O:14])[CH2:10][CH2:9]1.[CH2:16](O)C. Product: [OH:14][C:11]1[CH:12]=[CH:13][C:1]([N:2]2[CH2:7][CH2:6][CH:5]([CH3:16])[CH2:4][CH2:3]2)=[CH:9][CH:10]=1. The catalyst class is: 719. (3) Reactant: [F:1][C:2]1[CH:7]=[C:6]([C:8]2[CH:9]=[C:10]3[CH:16]=[CH:15][NH:14][C:11]3=[N:12][CH:13]=2)[CH:5]=[CH:4][C:3]=1[CH2:17][C:18]([OH:20])=O.F[P-](F)(F)(F)(F)F.N1(OC(N(C)C)=[N+](C)C)C2N=CC=CC=2N=N1.[NH2:45][C:46]1[CH:50]=[C:49]([C:51]([CH3:54])([CH3:53])[CH3:52])[O:48][N:47]=1.C(N(CC)CC)C. Product: [C:51]([C:49]1[O:48][N:47]=[C:46]([NH:45][C:18](=[O:20])[CH2:17][C:3]2[CH:4]=[CH:5][C:6]([C:8]3[CH:9]=[C:10]4[CH:16]=[CH:15][NH:14][C:11]4=[N:12][CH:13]=3)=[CH:7][C:2]=2[F:1])[CH:50]=1)([CH3:54])([CH3:53])[CH3:52]. The catalyst class is: 3.